From a dataset of Full USPTO retrosynthesis dataset with 1.9M reactions from patents (1976-2016). Predict the reactants needed to synthesize the given product. (1) Given the product [CH3:18][O:17][C:15]1[CH:14]=[C:12]([NH:13][C:1](=[O:3])[CH3:2])[CH:11]=[C:10]([O:9][CH3:8])[CH:16]=1, predict the reactants needed to synthesize it. The reactants are: [C:1](OC(=O)C)(=[O:3])[CH3:2].[CH3:8][O:9][C:10]1[CH:11]=[C:12]([CH:14]=[C:15]([O:17][CH3:18])[CH:16]=1)[NH2:13].CCCCCC. (2) Given the product [C:21]([C:25]1[CH:29]=[C:28]([NH:30][C:31]([NH:1][C:2]2[CH:19]=[CH:18][C:5]([O:6][C:7]3[C:16]4[N:15]=[CH:14][C:13](=[O:17])[NH:12][C:11]=4[N:10]=[CH:9][CH:8]=3)=[CH:4][C:3]=2[F:20])=[O:32])[N:27]([C:33]2[CH:38]=[CH:37][C:36]([CH3:39])=[CH:35][CH:34]=2)[N:26]=1)([CH3:24])([CH3:23])[CH3:22], predict the reactants needed to synthesize it. The reactants are: [NH2:1][C:2]1[CH:19]=[CH:18][C:5]([O:6][C:7]2[C:16]3[N:15]=[CH:14][C:13](=[O:17])[NH:12][C:11]=3[N:10]=[CH:9][CH:8]=2)=[CH:4][C:3]=1[F:20].[C:21]([C:25]1[CH:29]=[C:28]([N:30]=[C:31]=[O:32])[N:27]([C:33]2[CH:38]=[CH:37][C:36]([CH3:39])=[CH:35][CH:34]=2)[N:26]=1)([CH3:24])([CH3:23])[CH3:22]. (3) Given the product [CH3:1][C:2]([O:7][CH3:8])([CH2:4][N:5]=[CH-:6])[CH3:3].[CH3:1][C:2]([O:7][CH3:8])([CH2:4][N:5]=[CH-:6])[CH3:3].[CH3:1][C:2]([O:7][CH3:8])([CH2:4][N:5]=[CH-:6])[CH3:3].[CH3:1][C:2]([O:7][CH3:8])([CH2:4][N:5]=[CH-:6])[CH3:3].[CH3:1][C:2]([O:7][CH3:8])([CH2:4][N:5]=[CH-:6])[CH3:3].[CH3:1][C:2]([O:7][CH3:8])([CH2:4][N:5]=[CH-:6])[CH3:3].[Tc+6:48], predict the reactants needed to synthesize it. The reactants are: [CH3:1][C:2]([O:7][CH3:8])([CH2:4][N+:5]#[C-:6])[CH3:3].O.O.C([O-])(=O)CC(CC([O-])=O)(C([O-])=O)O.[Na+].[Na+].[Na+].O.Cl.N[C@H](C(O)=O)CS.C(O)[C@H]([C@H]([C@@H]([C@@H](CO)O)O)O)O.[Tc:48]([O-])(=O)(=O)=O.[Na+]. (4) Given the product [CH2:34]([NH:41][C:2]1[N:7]=[C:6]([C:8]2[C:16]3[C:11](=[N:12][C:13]([NH:17][CH2:18][CH2:19][N:20]4[CH2:25][CH2:24][O:23][CH2:22][CH2:21]4)=[N:14][CH:15]=3)[N:10]([CH2:26][O:27][CH2:28][CH2:29][Si:30]([CH3:33])([CH3:32])[CH3:31])[N:9]=2)[CH:5]=[CH:4][CH:3]=1)[C:35]1[CH:40]=[CH:39][CH:38]=[CH:37][CH:36]=1, predict the reactants needed to synthesize it. The reactants are: Br[C:2]1[N:7]=[C:6]([C:8]2[C:16]3[C:11](=[N:12][C:13]([NH:17][CH2:18][CH2:19][N:20]4[CH2:25][CH2:24][O:23][CH2:22][CH2:21]4)=[N:14][CH:15]=3)[N:10]([CH2:26][O:27][CH2:28][CH2:29][Si:30]([CH3:33])([CH3:32])[CH3:31])[N:9]=2)[CH:5]=[CH:4][CH:3]=1.[CH2:34]([NH2:41])[C:35]1[CH:40]=[CH:39][CH:38]=[CH:37][CH:36]=1.CN(C1C(C2C(P(C3CCCCC3)C3CCCCC3)=CC=CC=2)=CC=CC=1)C.C(O[Na])(C)(C)C. (5) Given the product [F:22][C:23]([F:28])([F:27])[C:24]([OH:26])=[O:25].[CH:19]1([CH2:18][O:17][C:13]2[CH:14]=[C:15]3[C:10](=[CH:11][CH:12]=2)[CH2:9][NH:8][CH2:16]3)[CH2:20][CH2:21]1, predict the reactants needed to synthesize it. The reactants are: C(OC([N:8]1[CH2:16][C:15]2[C:10](=[CH:11][CH:12]=[C:13]([O:17][CH2:18][CH:19]3[CH2:21][CH2:20]3)[CH:14]=2)[CH2:9]1)=O)(C)(C)C.[F:22][C:23]([F:28])([F:27])[C:24]([OH:26])=[O:25]. (6) The reactants are: C(N(C(C)C)CC)(C)C.Cl[CH2:11][O:12][CH3:13].[F:14][C:15]1[N:20]=[CH:19][C:18]([CH:21]([OH:23])[CH3:22])=[CH:17][CH:16]=1. Given the product [F:14][C:15]1[CH:16]=[CH:17][C:18]([CH:21]([O:23][CH2:11][O:12][CH3:13])[CH3:22])=[CH:19][N:20]=1, predict the reactants needed to synthesize it.